The task is: Regression. Given a peptide amino acid sequence and an MHC pseudo amino acid sequence, predict their binding affinity value. This is MHC class I binding data.. This data is from Peptide-MHC class I binding affinity with 185,985 pairs from IEDB/IMGT. The binding affinity (normalized) is 0.0847. The peptide sequence is GPATAQMAL. The MHC is HLA-A30:01 with pseudo-sequence HLA-A30:01.